From a dataset of HIV replication inhibition screening data with 41,000+ compounds from the AIDS Antiviral Screen. Binary Classification. Given a drug SMILES string, predict its activity (active/inactive) in a high-throughput screening assay against a specified biological target. (1) The drug is O=C1C(=Cc2cccs2)NC(=S)N1CN1CCCCC1. The result is 0 (inactive). (2) The compound is Brc1nc2c3ccccc3ncn2c1Br. The result is 0 (inactive). (3) The result is 0 (inactive). The drug is CC(=O)Nc1cc(OCC(=O)O)ccc1S(=O)(=O)c1ccc(OCC(=O)O)cc1NC(C)=O. (4) The molecule is Nc1nnc(-c2ccco2)c(-c2ccco2)n1. The result is 0 (inactive).